Regression. Given a peptide amino acid sequence and an MHC pseudo amino acid sequence, predict their binding affinity value. This is MHC class I binding data. From a dataset of Peptide-MHC class I binding affinity with 185,985 pairs from IEDB/IMGT. (1) The peptide sequence is NPDIVIYQY. The MHC is HLA-B53:01 with pseudo-sequence HLA-B53:01. The binding affinity (normalized) is 0.371. (2) The peptide sequence is DAVVADLSA. The MHC is HLA-A02:06 with pseudo-sequence HLA-A02:06. The binding affinity (normalized) is 0.322. (3) The peptide sequence is HVMAKCPDRQ. The MHC is Mamu-A2201 with pseudo-sequence Mamu-A2201. The binding affinity (normalized) is 0.